Dataset: Catalyst prediction with 721,799 reactions and 888 catalyst types from USPTO. Task: Predict which catalyst facilitates the given reaction. (1) Reactant: [Cl:1][C:2]1[N:7]=[C:6](I)[C:5]([OH:9])=[CH:4][CH:3]=1.C(N(CC)CC)C.[C:17]([O:21][C:22]([N:24]1[CH2:29][CH2:28][CH:27]([C:30]#[CH:31])[CH2:26][CH2:25]1)=[O:23])([CH3:20])([CH3:19])[CH3:18]. Product: [C:17]([O:21][C:22]([N:24]1[CH2:29][CH2:28][CH:27]([C:30]2[O:9][C:5]3[C:6](=[N:7][C:2]([Cl:1])=[CH:3][CH:4]=3)[CH:31]=2)[CH2:26][CH2:25]1)=[O:23])([CH3:20])([CH3:19])[CH3:18]. The catalyst class is: 558. (2) The catalyst class is: 81. Product: [C:7]1([CH:6]([OH:13])[CH2:4][CH:3]=[CH2:2])[CH:12]=[CH:11][CH:10]=[CH:9][CH:8]=1. Reactant: [Mg].[CH2:2](Br)[CH:3]=[CH2:4].[CH:6](=[O:13])[C:7]1[CH:12]=[CH:11][CH:10]=[CH:9][CH:8]=1.